Predict which catalyst facilitates the given reaction. From a dataset of Catalyst prediction with 721,799 reactions and 888 catalyst types from USPTO. (1) Reactant: [C:1]([C:5]1[CH:12]=[CH:11][CH:10]=[C:7]([CH:8]=[O:9])[C:6]=1[OH:13])([CH3:4])([CH3:3])[CH3:2].[Br:14]Br. Product: [Br:14][C:11]1[CH:10]=[C:7]([CH:8]=[O:9])[C:6]([OH:13])=[C:5]([C:1]([CH3:4])([CH3:2])[CH3:3])[CH:12]=1. The catalyst class is: 15. (2) Reactant: [CH3:1][C:2]1[C:6]([C:7]2[CH:8]=[C:9]3[CH:15]=[CH:14][NH:13][C:10]3=[N:11][CH:12]=2)=[C:5]([CH3:16])[O:4][N:3]=1.[H-].[Na+].[F:19][C:20]1[CH:25]=[CH:24][CH:23]=[C:22]([S:26][S:26][C:22]2[CH:23]=[CH:24][CH:25]=[C:20]([F:19])[CH:21]=2)[CH:21]=1.O. Product: [F:19][C:20]1[CH:21]=[C:22]([S:26][C:15]2[C:9]3[C:10](=[N:11][CH:12]=[C:7]([C:6]4[C:2]([CH3:1])=[N:3][O:4][C:5]=4[CH3:16])[CH:8]=3)[NH:13][CH:14]=2)[CH:23]=[CH:24][CH:25]=1. The catalyst class is: 9.